Predict the reactants needed to synthesize the given product. From a dataset of Full USPTO retrosynthesis dataset with 1.9M reactions from patents (1976-2016). (1) Given the product [F:9][C:6]1[CH:5]=[CH:4][C:3]([S:10]([CH:21]([CH3:23])[CH3:22])(=[O:12])=[O:11])=[C:2]([F:1])[C:7]=1[F:8], predict the reactants needed to synthesize it. The reactants are: [F:1][C:2]1[C:7]([F:8])=[C:6]([F:9])[CH:5]=[CH:4][C:3]=1[S:10]([OH:12])=[O:11].C(N(CC)CC)C.I[CH:21]([CH3:23])[CH3:22]. (2) Given the product [CH3:22][N:28]([CH3:29])[C:19](=[O:20])[CH2:18][C:8]1[N:6]2[CH:7]=[C:2]([CH3:1])[CH:3]=[CH:4][C:5]2=[N:10][C:9]=1[C:11]1[CH:16]=[CH:15][C:14]([CH3:17])=[CH:13][CH:12]=1, predict the reactants needed to synthesize it. The reactants are: [CH3:1][C:2]1[CH:3]=[CH:4][C:5]2[N:6]([C:8]([CH2:18][C:19](O)=[O:20])=[C:9]([C:11]3[CH:16]=[CH:15][C:14]([CH3:17])=[CH:13][CH:12]=3)[N:10]=2)[CH:7]=1.[CH:22]1([N:28]=[C:29]=NC2CCCCC2)CCCCC1.O.ON1C2C=CC=CC=2N=N1.CNC.[OH-].[Na+]. (3) Given the product [CH3:1][O:2][C:3]1[CH:4]=[C:5]2[C:10](=[CH:11][C:12]=1[NH2:13])[CH2:9][N:8]([C:16](=[O:25])[CH2:17][CH2:18][N:19]1[CH2:20][CH2:21][O:22][CH2:23][CH2:24]1)[CH2:7][CH2:6]2, predict the reactants needed to synthesize it. The reactants are: [CH3:1][O:2][C:3]1[CH:4]=[C:5]2[C:10](=[CH:11][C:12]=1[N+:13]([O-])=O)[CH2:9][N:8]([C:16](=[O:25])[CH2:17][CH2:18][N:19]1[CH2:24][CH2:23][O:22][CH2:21][CH2:20]1)[CH2:7][CH2:6]2.O.O.[Sn](Cl)Cl.Cl.C(=O)(O)[O-].[Na+].